The task is: Predict the reactants needed to synthesize the given product.. This data is from Full USPTO retrosynthesis dataset with 1.9M reactions from patents (1976-2016). (1) Given the product [Cl:15][C:16]1[CH:21]=[CH:20][C:19]([CH2:22][C:23]([NH:25][C:26]2[N:28]=[C:8]([C:3]3[S:4][C:5]([CH3:7])=[N:6][C:2]=3[CH3:1])[CH:9]=[CH:10][N:27]=2)=[O:24])=[CH:18][CH:17]=1, predict the reactants needed to synthesize it. The reactants are: [CH3:1][C:2]1[N:6]=[C:5]([CH3:7])[S:4][C:3]=1/[CH:8]=[CH:9]/[C:10](N(C)C)=O.[Cl:15][C:16]1[CH:21]=[CH:20][C:19]([CH2:22][C:23]([NH:25][C:26]([NH2:28])=[NH:27])=[O:24])=[CH:18][CH:17]=1. (2) Given the product [CH2:1]([N:8]1[CH2:12][CH2:11][C@H:10]([NH:13][C:18]2[CH:17]=[CH:16][C:15]([F:14])=[CH:20][C:19]=2[F:21])[CH2:9]1)[C:2]1[CH:3]=[CH:4][CH:5]=[CH:6][CH:7]=1, predict the reactants needed to synthesize it. The reactants are: [CH2:1]([N:8]1[CH2:12][CH2:11][C@H:10]([NH2:13])[CH2:9]1)[C:2]1[CH:7]=[CH:6][CH:5]=[CH:4][CH:3]=1.[F:14][C:15]1[CH:20]=[C:19]([F:21])[CH:18]=[CH:17][C:16]=1[Bi]([C:18]1[CH:17]=[CH:16][C:15]([F:14])=[CH:20][C:19]=1[F:21])[C:18]1[CH:17]=[CH:16][C:15]([F:14])=[CH:20][C:19]=1[F:21]. (3) Given the product [CH3:23][C:13]1[S:14][C:15]([C:16]2[CH:17]=[C:18]([CH3:22])[CH:19]=[CH:20][CH:21]=2)=[C:11]([C:9]([N:8]2[CH2:7][C@H:6]3[C@H:4]([CH2:5]3)[C@H:3]2[CH2:2][NH:1][C:35]([C:34]2[C:28]3[O:27][CH2:26][C:25](=[O:24])[NH:30][C:29]=3[CH:31]=[CH:32][CH:33]=2)=[O:36])=[O:10])[N:12]=1, predict the reactants needed to synthesize it. The reactants are: [NH2:1][CH2:2][C@H:3]1[N:8]([C:9]([C:11]2[N:12]=[C:13]([CH3:23])[S:14][C:15]=2[C:16]2[CH:17]=[C:18]([CH3:22])[CH:19]=[CH:20][CH:21]=2)=[O:10])[CH2:7][C@H:6]2[C@@H:4]1[CH2:5]2.[O:24]=[C:25]1[NH:30][C:29]2[CH:31]=[CH:32][CH:33]=[C:34]([C:35](O)=[O:36])[C:28]=2[O:27][CH2:26]1. (4) Given the product [Cl:15][C:9]1[C:10]2[N:11]=[C:2]([Cl:1])[CH:3]=[CH:4][C:5]=2[N:6]=[CH:7][N:8]=1, predict the reactants needed to synthesize it. The reactants are: [Cl:1][C:2]1[CH:3]=[CH:4][C:5]2[N:6]=[CH:7][NH:8][C:9](=O)[C:10]=2[N:11]=1.O=P(Cl)(Cl)[Cl:15]. (5) The reactants are: C(N(CC)CC)C.[C:19]([O:18][C:16](O[C:16]([O:18][C:19]([CH3:22])([CH3:21])[CH3:20])=[O:17])=[O:17])([CH3:22])([CH3:21])[CH3:20].[CH3:23][NH:24][CH:25]1[CH2:30][CH2:29][N:28]([C:31]2[C:35]3=[N:36][CH:37]=[CH:38][CH:39]=[C:34]3[NH:33][CH:32]=2)[CH2:27][CH2:26]1. Given the product [CH3:23][N:24]([CH:25]1[CH2:30][CH2:29][N:28]([C:31]2[C:35]3=[N:36][CH:37]=[CH:38][CH:39]=[C:34]3[NH:33][CH:32]=2)[CH2:27][CH2:26]1)[C:16](=[O:17])[O:18][C:19]([CH3:20])([CH3:21])[CH3:22], predict the reactants needed to synthesize it.